This data is from Full USPTO retrosynthesis dataset with 1.9M reactions from patents (1976-2016). The task is: Predict the reactants needed to synthesize the given product. Given the product [F:1][C:2]1[CH:7]=[CH:6][C:5]([C@@H:8]2[CH2:13][CH2:12][N:11]([C:34]([O:36][C:37]([CH3:38])([CH3:39])[CH3:40])=[O:35])[CH2:10][C@H:9]2[CH2:24][OH:25])=[CH:4][CH:3]=1, predict the reactants needed to synthesize it. The reactants are: [F:1][C:2]1[CH:7]=[CH:6][C:5]([C@@H:8]2[CH2:13][CH2:12][N:11](C(OCC3C=CC=CC=3)=O)[CH2:10][C@H:9]2[CH2:24][OH:25])=[CH:4][CH:3]=1.[C:34](O[C:34]([O:36][C:37]([CH3:40])([CH3:39])[CH3:38])=[O:35])([O:36][C:37]([CH3:40])([CH3:39])[CH3:38])=[O:35].